This data is from Forward reaction prediction with 1.9M reactions from USPTO patents (1976-2016). The task is: Predict the product of the given reaction. (1) Given the reactants [NH2:1][C:2]1[S:6]C(C2C=CC(F)=C(C=2)C#N)=[N:4][N:3]=1.[CH2:16]([O:18][C:19]1[CH:20]=[C:21]([CH:25]=[CH:26][C:27]=1[O:28][CH2:29][CH3:30])[C:22](O)=O)[CH3:17], predict the reaction product. The product is: [CH2:16]([O:18][C:19]1[CH:20]=[C:21]([C:22]2[S:6][C:2]([NH2:1])=[N:3][N:4]=2)[CH:25]=[CH:26][C:27]=1[O:28][CH2:29][CH3:30])[CH3:17]. (2) Given the reactants [CH:1]([O:4][C:5]([C:7]1[N:8]([CH:12]2[C:21]3[C:16](=[CH:17][CH:18]=[C:19]([NH2:22])[CH:20]=3)[CH2:15][CH2:14][CH2:13]2)[CH:9]=[N:10][CH:11]=1)=[O:6])([CH3:3])[CH3:2].N1C=CC=CC=1.[CH3:29][S:30](Cl)(=[O:32])=[O:31], predict the reaction product. The product is: [CH:1]([O:4][C:5]([C:7]1[N:8]([CH:12]2[C:21]3[C:16](=[CH:17][CH:18]=[C:19]([NH:22][S:30]([CH3:29])(=[O:32])=[O:31])[CH:20]=3)[CH2:15][CH2:14][CH2:13]2)[CH:9]=[N:10][CH:11]=1)=[O:6])([CH3:3])[CH3:2]. (3) Given the reactants C(OC([N:8]1[C:16]2[C:11](=[C:12]([CH2:17][N:18]3[C:22]4[CH:23]=[CH:24][CH:25]=[CH:26][C:21]=4[N:20]([CH:27]4[CH2:32][CH2:31][N:30]([C:33]5[CH:38]=[C:37]([CH3:39])[CH:36]=[CH:35][C:34]=5[NH:40][C:41](=[O:43])[CH3:42])[CH2:29][CH2:28]4)[C:19]3=[NH:44])[CH:13]=[CH:14][CH:15]=2)[CH:10]=[CH:9]1)=O)(C)(C)C.[C:45](Cl)([CH3:47])=[O:46].CO, predict the reaction product. The product is: [C:45]([N:44]=[C:19]1[N:20]([CH:27]2[CH2:28][CH2:29][N:30]([C:33]3[CH:38]=[C:37]([CH3:39])[CH:36]=[CH:35][C:34]=3[NH:40][C:41](=[O:43])[CH3:42])[CH2:31][CH2:32]2)[C:21]2[CH:26]=[CH:25][CH:24]=[CH:23][C:22]=2[N:18]1[CH2:17][C:12]1[CH:13]=[CH:14][CH:15]=[C:16]2[C:11]=1[CH:10]=[CH:9][NH:8]2)(=[O:46])[CH3:47]. (4) Given the reactants CO[C:3]1[C:4]2[CH:18]=[CH:17][CH:16]=[N:15][C:5]=2[N:6]=[C:7]([C:9]2[CH:14]=[CH:13][CH:12]=[CH:11][N:10]=2)[N:8]=1.[O:19]1[CH2:24][CH2:23][N:22]([C:25]2[C:30]([NH2:31])=[CH:29][C:28]([N:32]3[CH2:37][CH2:36][O:35][CH2:34][CH2:33]3)=[CH:27][N:26]=2)[CH2:21][CH2:20]1.[H-].[Na+].O, predict the reaction product. The product is: [N:22]1([C:25]2[C:30]([NH:31][C:3]3[C:4]4[CH:18]=[CH:17][CH:16]=[N:15][C:5]=4[N:6]=[C:7]([C:9]4[CH:14]=[CH:13][CH:12]=[CH:11][N:10]=4)[N:8]=3)=[CH:29][C:28]([N:32]3[CH2:33][CH2:34][O:35][CH2:36][CH2:37]3)=[CH:27][N:26]=2)[CH2:21][CH2:20][O:19][CH2:24][CH2:23]1. (5) Given the reactants [Cl:1][C:2]1[C:3](/[CH:16]=[CH:17]/[CH2:18][S:19][CH3:20])=[C:4]([C:12]([O:14][CH3:15])=[O:13])[C:5]2[O:9][C:8]([CH3:10])=[CH:7][C:6]=2[CH:11]=1.[H][H], predict the reaction product. The product is: [Cl:1][C:2]1[C:3]([CH2:16][CH2:17][CH2:18][S:19][CH3:20])=[C:4]([C:12]([O:14][CH3:15])=[O:13])[C:5]2[O:9][C:8]([CH3:10])=[CH:7][C:6]=2[CH:11]=1. (6) Given the reactants [Cl:1][C:2]1[CH:7]=[CH:6][C:5](/[CH:8]=[CH:9]/[C:10]([OH:12])=O)=[C:4]([CH2:13][N:14]2[N:18]=[N:17][C:16]([CH3:19])=[N:15]2)[CH:3]=1.[F:20][C:21]1[CH:26]=[CH:25][C:24]([CH:27]2[CH2:32][CH2:31][NH:30][CH2:29][CH2:28]2)=[CH:23][CH:22]=1, predict the reaction product. The product is: [Cl:1][C:2]1[CH:7]=[CH:6][C:5](/[CH:8]=[CH:9]/[C:10]([N:30]2[CH2:31][CH2:32][CH:27]([C:24]3[CH:23]=[CH:22][C:21]([F:20])=[CH:26][CH:25]=3)[CH2:28][CH2:29]2)=[O:12])=[C:4]([CH2:13][N:14]2[N:18]=[N:17][C:16]([CH3:19])=[N:15]2)[CH:3]=1.